Dataset: Catalyst prediction with 721,799 reactions and 888 catalyst types from USPTO. Task: Predict which catalyst facilitates the given reaction. (1) Reactant: [Br:1][C:2]1[C:3]([CH3:9])=[CH:4][C:5](Cl)=[N:6][CH:7]=1.[O-:10][CH2:11][CH3:12].[Na+]. Product: [Br:1][C:2]1[C:3]([CH3:9])=[CH:4][C:5]([O:10][CH2:11][CH3:12])=[N:6][CH:7]=1. The catalyst class is: 37. (2) Reactant: [Cl-].[Al+3].[Cl-].[Cl-].[Cl:5][CH2:6][CH2:7][C:8](Cl)=[O:9].[NH:11]1[C:19]2[C:14](=[CH:15][CH:16]=[CH:17][CH:18]=2)[CH2:13][C:12]1=[O:20]. Product: [Cl:5][CH2:6][CH2:7][C:8]([C:16]1[CH:15]=[C:14]2[C:19](=[CH:18][CH:17]=1)[NH:11][C:12](=[O:20])[CH2:13]2)=[O:9]. The catalyst class is: 534. (3) Reactant: C(OC([NH:8][CH2:9][CH2:10][O:11][C:12]1[CH:13]=[C:14]([CH:17]=[CH:18][CH:19]=1)[C:15]#[N:16])=O)(C)(C)C.[ClH:20]. Product: [ClH:20].[ClH:20].[NH2:8][CH2:9][CH2:10][O:11][C:12]1[CH:13]=[C:14]([CH:17]=[CH:18][CH:19]=1)[C:15]#[N:16]. The catalyst class is: 12. (4) Reactant: [O:1]=[S:2]1(=[O:17])[N:7]([C:8]2[CH:16]=[CH:15][C:11]([C:12]([OH:14])=O)=[CH:10][CH:9]=2)[CH2:6][CH2:5][O:4][CH2:3]1.[Cl:18][C:19]1[CH:25]=[CH:24][C:22]([NH2:23])=[CH:21][C:20]=1[C:26]1[N:35]=[CH:34][CH:33]=[C:32]2[C:27]=1[CH:28]=[CH:29][CH:30]=[N:31]2.CN(C(ON1N=NC2C=CC=NC1=2)=[N+](C)C)C.F[P-](F)(F)(F)(F)F.CCN(C(C)C)C(C)C. Product: [Cl:18][C:19]1[CH:25]=[CH:24][C:22]([NH:23][C:12](=[O:14])[C:11]2[CH:10]=[CH:9][C:8]([N:7]3[CH2:6][CH2:5][O:4][CH2:3][S:2]3(=[O:1])=[O:17])=[CH:16][CH:15]=2)=[CH:21][C:20]=1[C:26]1[N:35]=[CH:34][CH:33]=[C:32]2[C:27]=1[CH:28]=[CH:29][CH:30]=[N:31]2. The catalyst class is: 3. (5) Reactant: C([O:3][C:4]([CH:6]1[CH:11]2[CH:7]1[CH2:8][N:9]([C:12]([O:14][C:15]([CH3:18])([CH3:17])[CH3:16])=[O:13])[CH2:10]2)=[O:5])C.[OH-].[Na+].CCCCCC.C(OCC)(=O)C. The catalyst class is: 8. Product: [C:15]([O:14][C:12]([N:9]1[CH2:8][CH:7]2[CH:11]([CH:6]2[C:4]([OH:5])=[O:3])[CH2:10]1)=[O:13])([CH3:18])([CH3:16])[CH3:17]. (6) Reactant: [Si]([O:8][CH2:9][CH2:10][CH2:11][O:12][C:13]1[N:17]([C:18]2[CH:27]=[CH:26][C:25]3[C:20](=[CH:21][CH:22]=[CH:23][CH:24]=3)[CH:19]=2)[N:16]=[C:15]([C:28]2[CH:33]=[C:32]([Cl:34])[CH:31]=[C:30]([Cl:35])[CH:29]=2)[CH:14]=1)(C(C)(C)C)(C)C.[F-].C([N+](CCCC)(CCCC)CCCC)CCC. Product: [Cl:34][C:32]1[CH:33]=[C:28]([C:15]2[CH:14]=[C:13]([O:12][CH2:11][CH2:10][CH2:9][OH:8])[N:17]([C:18]3[CH:27]=[CH:26][C:25]4[C:20](=[CH:21][CH:22]=[CH:23][CH:24]=4)[CH:19]=3)[N:16]=2)[CH:29]=[C:30]([Cl:35])[CH:31]=1. The catalyst class is: 1. (7) Reactant: CO[C:3](=O)[CH2:4][CH2:5][NH:6][CH2:7][CH3:8].[CH2:10]1[C:18]2[C:13](=[CH:14][CH:15]=[CH:16][CH:17]=2)[CH2:12][C:11]1=[O:19]. Product: [CH2:7]([N:6]1[C:11](=[O:19])[CH2:10][CH2:18][C:17]2[C:16]3[CH:15]=[CH:14][CH:13]=[CH:12][C:3]=3[CH2:4][C:5]1=2)[CH3:8]. The catalyst class is: 11.